This data is from Forward reaction prediction with 1.9M reactions from USPTO patents (1976-2016). The task is: Predict the product of the given reaction. Given the reactants [CH3:1][C:2]1[N:12]([CH2:13][C:14]2[CH:19]=[CH:18][C:17]([NH:20][CH2:21][CH:22]3[CH2:27][CH2:26][NH:25][CH2:24][CH2:23]3)=[CH:16][CH:15]=2)[C:5]2=[N:6][C:7]([CH3:11])=[CH:8][C:9]([CH3:10])=[C:4]2[N:3]=1.[CH3:28][N:29]1[CH2:34][CH2:33][C:32](=O)[CH2:31][CH2:30]1.C(O[BH-](OC(=O)C)OC(=O)C)(=O)C.[Na+].[OH-].[Na+], predict the reaction product. The product is: [CH3:1][C:2]1[N:12]([CH2:13][C:14]2[CH:19]=[CH:18][C:17]([NH:20][CH2:21][CH:22]3[CH2:23][CH2:24][N:25]([CH:32]4[CH2:33][CH2:34][N:29]([CH3:28])[CH2:30][CH2:31]4)[CH2:26][CH2:27]3)=[CH:16][CH:15]=2)[C:5]2=[N:6][C:7]([CH3:11])=[CH:8][C:9]([CH3:10])=[C:4]2[N:3]=1.